Dataset: Forward reaction prediction with 1.9M reactions from USPTO patents (1976-2016). Task: Predict the product of the given reaction. Given the reactants C[C:2]1(C)[C:28]2C(=C(P(C3C=CC=CC=3)C3C=CC=CC=3)C=C[CH:27]=2)O[C:4]2C(P(C3C=CC=CC=3)C3C=CC=CC=3)=CC=[CH:8][C:3]1=2.[C:43]([O:47][C:48](=[O:54])[CH2:49][NH:50][C:51]([NH2:53])=[O:52])([CH3:46])([CH3:45])[CH3:44].C([O-])([O-])=O.[Cs+].[Cs+].C([O:63][C:64](=O)[C:65]1[C:70](I)=[CH:69][CH:68]=[N:67][C:66]=1[Cl:72])C, predict the reaction product. The product is: [CH3:27][CH2:28][CH2:2][CH:3]([CH3:8])[CH3:4].[C:43]([O:47][C:48](=[O:54])[CH2:49][N:50]1[C:64](=[O:63])[C:65]2[C:66]([Cl:72])=[N:67][CH:68]=[CH:69][C:70]=2[NH:53][C:51]1=[O:52])([CH3:46])([CH3:44])[CH3:45].